This data is from Reaction yield outcomes from USPTO patents with 853,638 reactions. The task is: Predict the reaction yield, written as a fraction of the theoretical maximum amount of product (1.0 means a 100% yield; for example, 0.34 means a 34% yield). (1) The yield is 0.720. The product is [NH2:30][C@@H:19]([CH2:20][N:21]1[CH:25]=[C:24]([C:26]([F:27])([F:29])[F:28])[N:23]=[CH:22]1)[CH2:18][NH:17][C:15]1[S:16][C:12]([C:8]2[CH:9]=[C:10]3[C:5](=[CH:6][CH:7]=2)[CH:4]=[N:3][C:2]([F:1])=[CH:11]3)=[CH:13][N:14]=1. The reactants are [F:1][C:2]1[N:3]=[CH:4][C:5]2[C:10]([CH:11]=1)=[CH:9][C:8]([C:12]1[S:16][C:15]([NH:17][CH2:18][C@@H:19]([NH:30]C(=O)OC(C)(C)C)[CH2:20][N:21]3[CH:25]=[C:24]([C:26]([F:29])([F:28])[F:27])[N:23]=[CH:22]3)=[N:14][CH:13]=1)=[CH:7][CH:6]=2.C(O)(C(F)(F)F)=O. The catalyst is C(Cl)Cl. (2) The reactants are [CH3:1][N:2]1[NH:6][CH:5]=[CH:4]O1.[Li]CCCC.[Mg+2].[Br-].[Br-].CC[O:17]CC.[O:20]([CH2:27][CH2:28][CH2:29][CH2:30][CH2:31][CH2:32][CH:33]=[O:34])[C:21]1[CH:26]=[CH:25][CH:24]=[CH:23][CH:22]=1. The catalyst is C1COCC1. The product is [O:20]([CH2:27][CH2:28][CH2:29][CH2:30][CH2:31][CH2:32][CH:33]([C:1]1[O:17][C:5]([CH3:4])=[N:6][N:2]=1)[OH:34])[C:21]1[CH:26]=[CH:25][CH:24]=[CH:23][CH:22]=1. The yield is 0.530. (3) The reactants are Cl[C:2]1[CH:7]=[C:6]([Cl:8])[N:5]=[CH:4][N:3]=1.[NH:9]1[CH:13]=[CH:12][CH:11]=[N:10]1.C(=O)([O-])[O-].[Cs+].[Cs+].O. The catalyst is CN(C=O)C. The product is [Cl:8][C:6]1[CH:7]=[C:2]([N:9]2[CH:13]=[CH:12][CH:11]=[N:10]2)[N:3]=[CH:4][N:5]=1. The yield is 0.660. (4) The reactants are [O:1]1[CH2:6][CH2:5][C:4](=O)[CH2:3][CH2:2]1.[Cl:8][C:9]1[CH:10]=[CH:11][C:12]([S:36]([CH2:39][CH3:40])(=[O:38])=[O:37])=[C:13]([CH:35]=1)[CH2:14][NH:15][C:16](=[O:34])[C:17]1[CH:22]=[CH:21][C:20]([CH2:23][N:24]2[CH2:29][CH2:28][NH:27][CH2:26][CH2:25]2)=[C:19]([C:30]([F:33])([F:32])[F:31])[CH:18]=1.C(O[BH-](OC(=O)C)OC(=O)C)(=O)C.[Na+]. The catalyst is C1COCC1.C(OCC)(=O)C. The product is [Cl:8][C:9]1[CH:10]=[CH:11][C:12]([S:36]([CH2:39][CH3:40])(=[O:37])=[O:38])=[C:13]([CH:35]=1)[CH2:14][NH:15][C:16](=[O:34])[C:17]1[CH:22]=[CH:21][C:20]([CH2:23][N:24]2[CH2:29][CH2:28][N:27]([CH:4]3[CH2:5][CH2:6][O:1][CH2:2][CH2:3]3)[CH2:26][CH2:25]2)=[C:19]([C:30]([F:32])([F:31])[F:33])[CH:18]=1. The yield is 0.620. (5) The reactants are [CH3:1][O:2][C:3]1[CH:4]=[C:5]([CH:20]=[CH:21][C:22]=1[O:23][CH3:24])[C:6]([N:8]1[C:17]2[C:12](=[CH:13][CH:14]=[CH:15][CH:16]=2)[C@H:11](O)[CH2:10][C@@H:9]1[CH3:19])=[O:7].[NH:25]1[C:33]2[C:28](=[CH:29][CH:30]=[CH:31][CH:32]=2)[CH2:27][CH2:26]1. No catalyst specified. The product is [N:25]1([CH:11]2[C:12]3[C:17](=[CH:16][CH:15]=[CH:14][CH:13]=3)[N:8]([C:6](=[O:7])[C:5]3[CH:20]=[CH:21][C:22]([O:23][CH3:24])=[C:3]([O:2][CH3:1])[CH:4]=3)[CH:9]([CH3:19])[CH2:10]2)[C:33]2[C:28](=[CH:29][CH:30]=[CH:31][CH:32]=2)[CH2:27][CH2:26]1. The yield is 0.510. (6) The reactants are Br[C:2]1[CH:3]=[C:4]([S:8]([NH:11][C:12]2[CH:21]=[CH:20][C:15]([C:16]([O:18][CH3:19])=[O:17])=[C:14]([OH:22])[CH:13]=2)(=[O:10])=[O:9])[S:5][C:6]=1[Cl:7].[CH3:23][O:24][C:25]1[N:30]=[CH:29][C:28](B(O)O)=[CH:27][CH:26]=1. No catalyst specified. The product is [Cl:7][C:6]1[S:5][C:4]([S:8]([NH:11][C:12]2[CH:21]=[CH:20][C:15]([C:16]([O:18][CH3:19])=[O:17])=[C:14]([OH:22])[CH:13]=2)(=[O:10])=[O:9])=[CH:3][C:2]=1[C:28]1[CH:29]=[N:30][C:25]([O:24][CH3:23])=[CH:26][CH:27]=1. The yield is 0.280.